This data is from Full USPTO retrosynthesis dataset with 1.9M reactions from patents (1976-2016). The task is: Predict the reactants needed to synthesize the given product. (1) Given the product [CH3:29][O:30][C:31](=[O:32])[C:33]1[CH:40]=[CH:39][CH:38]=[C:35]([CH2:36][C:20]2[CH:21]=[CH:22][C:17]([C:16]3[N:8]([CH2:1][C:2]4[CH:3]=[CH:4][CH:5]=[CH:6][CH:7]=4)[N:9]=[C:10]4[C:15]=3[CH:14]=[CH:13][CH:12]=[C:11]4[C:24]([F:26])([F:27])[F:25])=[CH:18][CH:19]=2)[CH:34]=1, predict the reactants needed to synthesize it. The reactants are: [CH2:1]([N:8]1[C:16]([C:17]2[CH:22]=[CH:21][C:20](Br)=[CH:19][CH:18]=2)=[C:15]2[C:10]([C:11]([C:24]([F:27])([F:26])[F:25])=[CH:12][CH:13]=[CH:14]2)=[N:9]1)[C:2]1[CH:7]=[CH:6][CH:5]=[CH:4][CH:3]=1.[Br-].[CH3:29][O:30][C:31]([C:33]1[CH:34]=[C:35]([CH:38]=[CH:39][CH:40]=1)[CH2:36][Zn+])=[O:32].Cl.ClCCl. (2) Given the product [C:2]([C:3]1[O:27][C:7]([C:8]2[CH:13]=[CH:12][C:11]([O:14][CH3:15])=[CH:10][C:9]=2[N:16]2[CH2:21][CH2:20][CH:19]([CH2:22][O:23][CH2:24][O:25][CH3:26])[CH2:18][CH2:17]2)=[N:6][N:5]=1)([CH3:28])([CH3:29])[CH3:1], predict the reactants needed to synthesize it. The reactants are: [CH3:1][C:2]([CH3:29])([CH3:28])[C:3]([NH:5][NH:6][C:7](=[O:27])[C:8]1[CH:13]=[CH:12][C:11]([O:14][CH3:15])=[CH:10][C:9]=1[N:16]1[CH2:21][CH2:20][CH:19]([CH2:22][O:23][CH2:24][O:25][CH3:26])[CH2:18][CH2:17]1)=O. (3) Given the product [CH3:8][S:9]([O-:12])(=[O:11])=[O:10].[CH3:8][S:9]([O-:12])(=[O:11])=[O:10].[S:16]([CH2:17][CH2:18][N+:1]1[CH:6]=[CH:5][C:28]([CH3:29])=[CH:3][CH:2]=1)[S:15][CH2:14][CH2:13][N+:1]1[CH:6]=[CH:5][C:4]([CH3:7])=[CH:3][CH:2]=1, predict the reactants needed to synthesize it. The reactants are: [N:1]1[CH:6]=[CH:5][C:4]([CH3:7])=[CH:3][CH:2]=1.[CH3:8][S:9]([O:12][CH2:13][CH2:14][S:15][S:16][CH2:17][CH2:18]OS(C)(=O)=O)(=[O:11])=[O:10].C(O[CH2:28][CH3:29])(=O)C. (4) The reactants are: [Br:1][C:2]1[CH:10]=[C:9]2[C:5]([CH:6]=[CH:7][NH:8]2)=[CH:4][CH:3]=1.P(Cl)(Cl)(Cl)=O.CN([CH:19]=[O:20])C. Given the product [Br:1][C:2]1[CH:10]=[C:9]2[C:5]([C:6]([CH:19]=[O:20])=[CH:7][NH:8]2)=[CH:4][CH:3]=1, predict the reactants needed to synthesize it. (5) Given the product [C:43]1([C:31]2[CH:30]=[CH:29][CH:28]=[C:27]3[C:32]=2[C:33]([NH:35][CH2:36][C:37]2[CH:42]=[CH:41][CH:40]=[CH:39][N:38]=2)=[N:34][C:25]([C:23]2[CH:24]=[C:19]([S:16]([N:9]([P:4]([OH:5])([OH:6])=[O:3])[P:10](=[O:11])([OH:15])[OH:14])(=[O:18])=[O:17])[CH:20]=[N:21][CH:22]=2)=[N:26]3)[CH:44]=[CH:45][CH:46]=[CH:47][CH:48]=1, predict the reactants needed to synthesize it. The reactants are: C([O:3][P:4]([N:9]([S:16]([C:19]1[CH:20]=[N:21][CH:22]=[C:23]([C:25]2[N:34]=[C:33]([NH:35][CH2:36][C:37]3[CH:42]=[CH:41][CH:40]=[CH:39][N:38]=3)[C:32]3[C:27](=[CH:28][CH:29]=[CH:30][C:31]=3[C:43]3[CH:48]=[CH:47][CH:46]=[CH:45][CH:44]=3)[N:26]=2)[CH:24]=1)(=[O:18])=[O:17])[P:10](=[O:15])([OH:14])[O:11]CC)([O:6]CC)=[O:5])C.I[Si](C)(C)C.